This data is from Catalyst prediction with 721,799 reactions and 888 catalyst types from USPTO. The task is: Predict which catalyst facilitates the given reaction. (1) Reactant: [Cl-].[NH4+].[CH3:3][C:4]1[CH:5]=[C:6]([C:21]2[CH:22]=[CH:23][C:24]([O:27][C:28]3[CH:36]=[CH:35][C:31]([C:32]([OH:34])=O)=[CH:30][CH:29]=3)=[N:25][CH:26]=2)[CH:7]=[C:8]([NH:10][C:11]2[N:16]=[C:15]([C:17]([F:20])([F:19])[F:18])[CH:14]=[CH:13][N:12]=2)[CH:9]=1.C(Cl)CCl.C1C=CC2N(O)N=[N:47]C=2C=1.C(N(C(C)C)CC)(C)C. Product: [CH3:3][C:4]1[CH:5]=[C:6]([C:21]2[CH:22]=[CH:23][C:24]([O:27][C:28]3[CH:36]=[CH:35][C:31]([C:32]([NH2:47])=[O:34])=[CH:30][CH:29]=3)=[N:25][CH:26]=2)[CH:7]=[C:8]([NH:10][C:11]2[N:16]=[C:15]([C:17]([F:20])([F:18])[F:19])[CH:14]=[CH:13][N:12]=2)[CH:9]=1. The catalyst class is: 18. (2) Reactant: [Cl:1][C:2]1[CH:7]=[CH:6][C:5]([C:8]([C:20]2[CH:25]=[CH:24][C:23]([Cl:26])=[CH:22][CH:21]=2)(O)[C:9]2[S:13][C:12]([C:14]([O:16][CH2:17][CH3:18])=[O:15])=[CH:11][CH:10]=2)=[CH:4][CH:3]=1.B(F)(F)F.O(CC)CC.C([SiH](CC)CC)C. The catalyst class is: 4. Product: [Cl:26][C:23]1[CH:22]=[CH:21][C:20]([CH:8]([C:5]2[CH:4]=[CH:3][C:2]([Cl:1])=[CH:7][CH:6]=2)[C:9]2[S:13][C:12]([C:14]([O:16][CH2:17][CH3:18])=[O:15])=[CH:11][CH:10]=2)=[CH:25][CH:24]=1. (3) Reactant: [CH3:1][Si](C)(C)N[Si](C)(C)C.[K].[O:11]1[CH2:16][CH2:15][CH:14]([CH2:17][CH:18]=O)[CH2:13][CH2:12]1.[Cl-].[NH4+]. Product: [CH2:17]([CH:14]1[CH2:15][CH2:16][O:11][CH2:12][CH2:13]1)[CH:18]=[CH2:1]. The catalyst class is: 597. (4) Reactant: [Cl:1][C:2]1[CH:3]=[CH:4][C:5]2[N:11]3[CH:12]=[CH:13][CH:14]=[C:10]3[CH:9]([C:15]([CH3:22])([CH3:21])[C:16]([O:18]CC)=[O:17])[O:8][CH:7]([C:23]3[CH:28]=[CH:27][CH:26]=[C:25]([O:29][CH3:30])[C:24]=3[O:31][CH3:32])[C:6]=2[CH:33]=1.[OH-].[Na+]. Product: [Cl:1][C:2]1[CH:3]=[CH:4][C:5]2[N:11]3[CH:12]=[CH:13][CH:14]=[C:10]3[CH:9]([C:15]([CH3:21])([CH3:22])[C:16]([OH:18])=[O:17])[O:8][CH:7]([C:23]3[CH:28]=[CH:27][CH:26]=[C:25]([O:29][CH3:30])[C:24]=3[O:31][CH3:32])[C:6]=2[CH:33]=1. The catalyst class is: 6. (5) Reactant: C(N(CC)C(C)C)(C)C.[Cl:10][C:11]1[CH:12]=[C:13]([C:18]2[N:22]([C:23]3[CH:24]=[N:25][CH:26]=[CH:27][CH:28]=3)[N:21]=[C:20]([C:29]([OH:31])=O)[CH:19]=2)[CH:14]=[C:15]([F:17])[CH:16]=1.[O:32]=[C:33]1[CH2:38][NH:37][CH2:36][CH2:35][NH:34]1.CN(C(ON1N=NC2C=CC=NC1=2)=[N+](C)C)C.F[P-](F)(F)(F)(F)F. Product: [Cl:10][C:11]1[CH:12]=[C:13]([C:18]2[N:22]([C:23]3[CH:24]=[N:25][CH:26]=[CH:27][CH:28]=3)[N:21]=[C:20]([C:29]([N:37]3[CH2:36][CH2:35][NH:34][C:33](=[O:32])[CH2:38]3)=[O:31])[CH:19]=2)[CH:14]=[C:15]([F:17])[CH:16]=1. The catalyst class is: 1.